Task: Predict the reactants needed to synthesize the given product.. Dataset: Full USPTO retrosynthesis dataset with 1.9M reactions from patents (1976-2016) (1) Given the product [Br:18][C:16]1[CH:17]=[C:12]([NH:11][C:8]2[CH:7]=[CH:6][C:5]([CH:3]3[CH2:4][N:1]([CH2:21][CH3:22])[CH2:2]3)=[CH:10][N:9]=2)[C:13](=[O:20])[N:14]([CH3:19])[CH:15]=1, predict the reactants needed to synthesize it. The reactants are: [NH:1]1[CH2:4][CH:3]([C:5]2[CH:6]=[CH:7][C:8]([NH:11][C:12]3[C:13](=[O:20])[N:14]([CH3:19])[CH:15]=[C:16]([Br:18])[CH:17]=3)=[N:9][CH:10]=2)[CH2:2]1.[CH3:21][CH:22]=O.[OH-].[Na+]. (2) Given the product [F:23][C:13]1[C:14]([O:21][CH3:22])=[CH:15][C:16]([O:19][CH3:20])=[C:17]([F:18])[C:12]=1[C:9]1[C:8]2[N:7]=[CH:6][CH:5]=[N:4][C:3]=2[C:2]([C:24]#[N:25])=[CH:11][CH:10]=1, predict the reactants needed to synthesize it. The reactants are: Br[C:2]1[CH:11]=[CH:10][C:9]([C:12]2[C:17]([F:18])=[C:16]([O:19][CH3:20])[CH:15]=[C:14]([O:21][CH3:22])[C:13]=2[F:23])=[C:8]2[C:3]=1[N:4]=[CH:5][CH:6]=[N:7]2.[C:24]([Cu])#[N:25]. (3) Given the product [C:34]([C:31]([C:27]1[CH:26]=[C:25]([CH:30]=[CH:29][CH:28]=1)[C:24]([NH:23][C:18]1[CH:19]=[CH:20][C:21]([CH3:22])=[C:16]([NH:15][C:10]2[N:11]=[CH:12][C:13]3[N:14]=[C:6]([NH:5][C:3](=[O:4])[CH2:2][N:49]4[CH2:54][CH2:53][O:52][CH2:51][CH2:50]4)[S:7][C:8]=3[N:9]=2)[CH:17]=1)=[O:36])([CH3:32])[CH3:33])#[N:35], predict the reactants needed to synthesize it. The reactants are: Cl[CH2:2][C:3]([NH:5][C:6]1[S:7][C:8]2[N:9]=[C:10]([NH:15][C:16]3[CH:17]=[C:18]([NH:23][C:24](=[O:36])[C:25]4[CH:30]=[CH:29][CH:28]=[C:27]([C:31]([C:34]#[N:35])([CH3:33])[CH3:32])[CH:26]=4)[CH:19]=[CH:20][C:21]=3[CH3:22])[N:11]=[CH:12][C:13]=2[N:14]=1)=[O:4].CN(C)C=O.C(N(CC)CC)C.[NH:49]1[CH2:54][CH2:53][O:52][CH2:51][CH2:50]1.